From a dataset of Full USPTO retrosynthesis dataset with 1.9M reactions from patents (1976-2016). Predict the reactants needed to synthesize the given product. (1) Given the product [O:28]=[C:21]([C:18]1[CH:19]=[CH:20][C:15]([C:6]2[CH:7]=[CH:8][C:3]([C:2]([F:13])([F:12])[F:1])=[CH:4][CH:5]=2)=[CH:16][CH:17]=1)[CH2:22][CH2:23][C:24]([O:26][CH3:27])=[O:25], predict the reactants needed to synthesize it. The reactants are: [F:1][C:2]([F:13])([F:12])[C:3]1[CH:8]=[CH:7][C:6](B(O)O)=[CH:5][CH:4]=1.Br[C:15]1[CH:20]=[CH:19][C:18]([C:21](=[O:28])[CH2:22][CH2:23][C:24]([O:26][CH3:27])=[O:25])=[CH:17][CH:16]=1.C(=O)([O-])[O-].[Na+].[Na+]. (2) Given the product [CH2:1]([O:3][C:4]([N:6]1[C:15]2[C:10](=[N:11][C:12]([O:16][CH3:17])=[CH:13][CH:14]=2)[C@@H:9]([NH:18][C:19]2[N:24]=[C:23]([CH2:25][C:26]3[CH:31]=[C:30]([C:32]([F:35])([F:34])[F:33])[CH:29]=[C:28]([C:36]([F:38])([F:39])[F:37])[CH:27]=3)[C:22]([O:40][C:50]3[CH:51]=[CH:52][C:47]([C:45]([O:44][CH3:43])=[O:46])=[CH:48][CH:49]=3)=[CH:21][N:20]=2)[CH2:8][C@H:7]1[CH2:41][CH3:42])=[O:5])[CH3:2], predict the reactants needed to synthesize it. The reactants are: [CH2:1]([O:3][C:4]([N:6]1[C:15]2[C:10](=[N:11][C:12]([O:16][CH3:17])=[CH:13][CH:14]=2)[C@@H:9]([NH:18][C:19]2[N:24]=[C:23]([CH2:25][C:26]3[CH:31]=[C:30]([C:32]([F:35])([F:34])[F:33])[CH:29]=[C:28]([C:36]([F:39])([F:38])[F:37])[CH:27]=3)[C:22]([OH:40])=[CH:21][N:20]=2)[CH2:8][C@H:7]1[CH2:41][CH3:42])=[O:5])[CH3:2].[CH3:43][O:44][C:45]([C:47]1[CH:52]=[CH:51][C:50](B(O)O)=[CH:49][CH:48]=1)=[O:46].C(N(CC)CC)C. (3) Given the product [CH3:11][N:8]1[CH2:9][CH2:10][N:5]2[N:4]=[CH:3][C:2]([N:18]3[CH2:22][CH2:21][CH2:20][CH:19]3[CH2:23][OH:24])=[C:6]2[CH2:7]1, predict the reactants needed to synthesize it. The reactants are: I[C:2]1[CH:3]=[N:4][N:5]2[CH2:10][CH2:9][N:8]([C:11](OC(C)(C)C)=O)[CH2:7][C:6]=12.[NH:18]1[CH2:22][CH2:21][CH2:20][CH:19]1[CH2:23][OH:24].N1CCC[C@H]1C(O)=O.C([O-])([O-])=O.[K+].[K+]. (4) The reactants are: [CH3:1][O:2][C:3]([C:5]1[CH:13]=[C:12]2[C:8]([C:9]([CH:15]3[CH2:20][CH2:19][CH2:18][CH2:17][CH2:16]3)=[C:10](Br)[NH:11]2)=[CH:7][CH:6]=1)=[O:4].N1C2C(=CC=C(C(OC)=O)C=2)C=C1.[CH3:34][O:35][C:36]1[CH:41]=[CH:40][C:39](B(O)O)=[C:38]([CH2:45][O:46][Si:47]([CH:54]([CH3:56])[CH3:55])([CH:51]([CH3:53])[CH3:52])[CH:48]([CH3:50])[CH3:49])[CH:37]=1.C(=O)([O-])[O-].[Na+].[Na+]. Given the product [CH:15]1([C:9]2[C:8]3[C:12](=[CH:13][C:5]([C:3]([O:2][CH3:1])=[O:4])=[CH:6][CH:7]=3)[NH:11][C:10]=2[C:39]2[CH:40]=[CH:41][C:36]([O:35][CH3:34])=[CH:37][C:38]=2[CH2:45][O:46][Si:47]([CH:48]([CH3:50])[CH3:49])([CH:54]([CH3:56])[CH3:55])[CH:51]([CH3:53])[CH3:52])[CH2:20][CH2:19][CH2:18][CH2:17][CH2:16]1, predict the reactants needed to synthesize it. (5) The reactants are: [CH2:1]([O:3][C:4]1[N:5]=[C:6]([CH3:26])[NH:7][C:8](=[O:25])[C:9]=1[CH2:10][C:11]1[CH:16]=[CH:15][C:14]([C:17]2[C:18]([C:23]#[N:24])=[CH:19][CH:20]=[CH:21][CH:22]=2)=[CH:13][CH:12]=1)[CH3:2].[O:27]1[C:31]2[CH:32]=[CH:33][C:34](B(O)O)=[CH:35][C:30]=2[CH2:29][CH2:28]1.C(N(CC)CC)C.N1C=CC=CC=1. Given the product [O:27]1[C:31]2[CH:32]=[CH:33][C:34]([N:7]3[C:8](=[O:25])[C:9]([CH2:10][C:11]4[CH:16]=[CH:15][C:14]([C:17]5[C:18]([C:23]#[N:24])=[CH:19][CH:20]=[CH:21][CH:22]=5)=[CH:13][CH:12]=4)=[C:4]([O:3][CH2:1][CH3:2])[N:5]=[C:6]3[CH3:26])=[CH:35][C:30]=2[CH2:29][CH2:28]1, predict the reactants needed to synthesize it. (6) Given the product [C:3]([C:6]1[N:7]([CH2:16][C:15]2[CH:18]=[CH:19][C:12]([F:11])=[CH:13][CH:14]=2)[CH:8]=[CH:9][CH:10]=1)(=[O:5])[CH3:4], predict the reactants needed to synthesize it. The reactants are: [H-].[Na+].[C:3]([C:6]1[NH:7][CH:8]=[CH:9][CH:10]=1)(=[O:5])[CH3:4].[F:11][C:12]1[CH:19]=[CH:18][C:15]([CH2:16]Br)=[CH:14][CH:13]=1. (7) Given the product [CH:1]([N:4]1[C:9](=[O:10])[CH:8]=[CH:7][C:6]([C:11]2[S:15][C:14]([C:16]([N:36]3[CH2:37][CH2:38][N:33]([C:27]4[CH:32]=[CH:31][CH:30]=[CH:29][CH:28]=4)[CH2:34][CH2:35]3)=[O:17])=[N:13][C:12]=2[C:21]2[CH:26]=[CH:25][CH:24]=[CH:23][CH:22]=2)=[N:5]1)([CH3:2])[CH3:3], predict the reactants needed to synthesize it. The reactants are: [CH:1]([N:4]1[C:9](=[O:10])[CH:8]=[CH:7][C:6]([C:11]2[S:15][C:14]([C:16](OCC)=[O:17])=[N:13][C:12]=2[C:21]2[CH:26]=[CH:25][CH:24]=[CH:23][CH:22]=2)=[N:5]1)([CH3:3])[CH3:2].[C:27]1([N:33]2[CH2:38][CH2:37][NH:36][CH2:35][CH2:34]2)[CH:32]=[CH:31][CH:30]=[CH:29][CH:28]=1.